This data is from Full USPTO retrosynthesis dataset with 1.9M reactions from patents (1976-2016). The task is: Predict the reactants needed to synthesize the given product. (1) Given the product [CH2:27]([O:29][C:30]([C:32]1([C:35]2[CH:40]=[CH:39][C:38]([C:20]3[CH:21]=[CH:22][C:17]([C:16]4[O:15][N:14]=[C:13]([CH2:24][CH3:25])[C:12]=4[NH:11][C:10]([O:9][C@@H:7]([C:1]4[CH:6]=[CH:5][CH:4]=[CH:3][CH:2]=4)[CH3:8])=[O:26])=[CH:18][CH:19]=3)=[CH:37][CH:36]=2)[CH2:33][CH2:34]1)=[O:31])[CH3:28], predict the reactants needed to synthesize it. The reactants are: [C:1]1([C@H:7]([O:9][C:10](=[O:26])[NH:11][C:12]2[C:13]([CH2:24][CH3:25])=[N:14][O:15][C:16]=2[C:17]2[CH:22]=[CH:21][C:20](Br)=[CH:19][CH:18]=2)[CH3:8])[CH:6]=[CH:5][CH:4]=[CH:3][CH:2]=1.[CH2:27]([O:29][C:30]([C:32]1([C:35]2[CH:40]=[CH:39][C:38](B3OC(C)(C)C(C)(C)O3)=[CH:37][CH:36]=2)[CH2:34][CH2:33]1)=[O:31])[CH3:28]. (2) Given the product [CH2:9]([O:11][C:12](=[O:13])[C:14](=[O:4])[CH2:20][CH:21]1[CH2:23][CH2:22]1)[CH3:10], predict the reactants needed to synthesize it. The reactants are: C1C(=O)N(Br)C(=[O:4])C1.[CH2:9]([O:11][C:12]([C:14]1([CH2:20][CH:21]2[CH2:23][CH2:22]2)SCCCS1)=[O:13])[CH3:10].CCCCCC.C(Cl)Cl. (3) The reactants are: [CH:1]([C:4]1[CH:10]=[CH:9][C:7]([NH2:8])=[CH:6][CH:5]=1)([CH3:3])[CH3:2].[C:11]([OH:19])(=[O:18])[C:12]([CH2:14][C:15](O)=[O:16])=[CH2:13]. Given the product [CH:1]([C:4]1[CH:10]=[CH:9][C:7]([N:8]2[C:15](=[O:16])[CH2:14][CH:12]([C:11]([OH:19])=[O:18])[CH2:13]2)=[CH:6][CH:5]=1)([CH3:3])[CH3:2], predict the reactants needed to synthesize it.